Regression. Given a peptide amino acid sequence and an MHC pseudo amino acid sequence, predict their binding affinity value. This is MHC class II binding data. From a dataset of Peptide-MHC class II binding affinity with 134,281 pairs from IEDB. (1) The MHC is DRB1_0301 with pseudo-sequence DRB1_0301. The peptide sequence is NSCAKNYNCKILPNT. The binding affinity (normalized) is 0.144. (2) The peptide sequence is VSKAPQLVPKLDEVY. The MHC is HLA-DQA10401-DQB10402 with pseudo-sequence HLA-DQA10401-DQB10402. The binding affinity (normalized) is 0.163. (3) The peptide sequence is DINASFRAAMATTAN. The MHC is HLA-DPA10201-DPB10101 with pseudo-sequence HLA-DPA10201-DPB10101. The binding affinity (normalized) is 0.129.